From a dataset of Plasma protein binding rate (PPBR) regression data from AstraZeneca. Regression/Classification. Given a drug SMILES string, predict its absorption, distribution, metabolism, or excretion properties. Task type varies by dataset: regression for continuous measurements (e.g., permeability, clearance, half-life) or binary classification for categorical outcomes (e.g., BBB penetration, CYP inhibition). For this dataset (ppbr_az), we predict Y. (1) The compound is CCOc1cc2ncc(C(N)=O)c(Nc3ccc(F)cc3F)c2cc1N1CCN(CC)CC1. The Y is 95.4 %. (2) The molecule is Cc1nc(C(F)(F)F)ccc1C(=O)Nc1ccc(Cl)c(-c2ccccn2)c1. The Y is 99.0 %. (3) The molecule is O=C(CSc1ccccc1)N1CCN(C(=O)c2ccco2)CC1. The Y is 73.4 %.